This data is from Full USPTO retrosynthesis dataset with 1.9M reactions from patents (1976-2016). The task is: Predict the reactants needed to synthesize the given product. Given the product [NH2:31][C:30]1[N:22]=[CH:23][N:24]=[C:25]2[C:29]=1[N:28]=[CH:27][N:26]2[CH:2]([C:4]1[O:5][C:6](=[O:21])[C:7]2[C:12]([C:13]=1[C:14]1[CH:19]=[CH:18][CH:17]=[C:16]([F:20])[CH:15]=1)=[CH:11][CH:10]=[CH:9][CH:8]=2)[CH3:3], predict the reactants needed to synthesize it. The reactants are: Br[CH:2]([C:4]1[O:5][C:6](=[O:21])[C:7]2[C:12]([C:13]=1[C:14]1[CH:19]=[CH:18][CH:17]=[C:16]([F:20])[CH:15]=1)=[CH:11][CH:10]=[CH:9][CH:8]=2)[CH3:3].[N:22]1[C:30]([NH2:31])=[C:29]2[C:25]([NH:26][CH:27]=[N:28]2)=[N:24][CH:23]=1.C([O-])([O-])=O.[K+].[K+].